Dataset: Reaction yield outcomes from USPTO patents with 853,638 reactions. Task: Predict the reaction yield, written as a fraction of the theoretical maximum amount of product (1.0 means a 100% yield; for example, 0.34 means a 34% yield). (1) The reactants are [Cl:1][C:2]1[C:3]([NH:16][CH:17]2[CH2:27][CH2:26][C:20]3([CH2:25][CH2:24][NH:23][CH2:22][CH2:21]3)[CH2:19][CH2:18]2)=[N:4][C:5]([NH:8][C:9]2[CH:13]=[C:12]([CH3:14])[N:11]([CH3:15])[N:10]=2)=[N:6][CH:7]=1.[C:28]([CH2:30][C:31](O)=[O:32])#[N:29].C(N(CC)CC)C.CN(C(ON1N=NC2C=CC=NC1=2)=[N+](C)C)C.F[P-](F)(F)(F)(F)F. The catalyst is ClCCl.CN(C)C=O. The product is [Cl:1][C:2]1[C:3]([NH:16][CH:17]2[CH2:18][CH2:19][C:20]3([CH2:25][CH2:24][N:23]([C:31](=[O:32])[CH2:30][C:28]#[N:29])[CH2:22][CH2:21]3)[CH2:26][CH2:27]2)=[N:4][C:5]([NH:8][C:9]2[CH:13]=[C:12]([CH3:14])[N:11]([CH3:15])[N:10]=2)=[N:6][CH:7]=1. The yield is 0.547. (2) The product is [C:27]([C:24]1[CH:25]=[CH:26][C:21]([CH2:20][C@@H:19]([C:30]([OH:32])=[O:31])[NH2:18])=[CH:22][CH:23]=1)(=[O:29])[CH3:28]. The reactants are C([NH:18][C@H:19]([C:30]([OH:32])=[O:31])[CH2:20][C:21]1[CH:26]=[CH:25][C:24]([C:27](=[O:29])[CH3:28])=[CH:23][CH:22]=1)(OCC1C2C(=CC=CC=2)C2C1=CC=CC=2)=O.N1CCCCC1. The yield is 0.880. The catalyst is O.